This data is from Full USPTO retrosynthesis dataset with 1.9M reactions from patents (1976-2016). The task is: Predict the reactants needed to synthesize the given product. (1) Given the product [C:16]1([CH3:36])[CH:21]=[CH:20][C:19]([S:22]([O:1][CH:2]([CH3:9])[CH2:3][CH2:4][O:5][C:6](=[O:8])[CH3:7])(=[O:24])=[O:23])=[CH:18][CH:17]=1, predict the reactants needed to synthesize it. The reactants are: [OH:1][CH:2]([CH3:9])[CH2:3][CH2:4][O:5][C:6](=[O:8])[CH3:7].N1C=CC=CC=1.[C:16]1([CH3:36])[CH:21]=[CH:20][C:19]([S:22](O[S:22]([C:19]2[CH:20]=[CH:21][C:16]([CH3:36])=[CH:17][CH:18]=2)(=[O:24])=[O:23])(=[O:24])=[O:23])=[CH:18][CH:17]=1. (2) The reactants are: Cl[C:2]1[CH:7]=[C:6]([C:8]2[CH:13]=[CH:12][C:11]([C:14]([F:17])([F:16])[F:15])=[CH:10][CH:9]=2)[CH:5]=[CH:4][N:3]=1.[NH2:18][C:19]1[CH:20]=[N:21][C:22]2[C:27]([CH:28]=1)=[CH:26][CH:25]=[CH:24][CH:23]=2.C1C=CC(P(C2C(C3C(P(C4C=CC=CC=4)C4C=CC=CC=4)=CC=C4C=3C=CC=C4)=C3C(C=CC=C3)=CC=2)C2C=CC=CC=2)=CC=1.CC(C)([O-])C.[Na+]. Given the product [N:21]1[C:22]2[C:27](=[CH:26][CH:25]=[CH:24][CH:23]=2)[CH:28]=[C:19]([NH:18][C:2]2[CH:7]=[C:6]([C:8]3[CH:13]=[CH:12][C:11]([C:14]([F:17])([F:16])[F:15])=[CH:10][CH:9]=3)[CH:5]=[CH:4][N:3]=2)[CH:20]=1, predict the reactants needed to synthesize it. (3) Given the product [Br:16][C:4]1[C:3]([NH:6][C@H:7]([C:12]([O:14][CH3:15])=[O:13])[CH2:8][CH:9]([CH3:10])[CH3:11])=[N:2][S:1][CH:5]=1, predict the reactants needed to synthesize it. The reactants are: [S:1]1[CH:5]=[CH:4][C:3]([NH:6][C@H:7]([C:12]([O:14][CH3:15])=[O:13])[CH2:8][CH:9]([CH3:11])[CH3:10])=[N:2]1.[Br:16]Br. (4) Given the product [O:9]1[C:10]2[C:15](=[CH:14][CH:13]=[CH:12][CH:11]=2)[CH:16]=[CH:7][C:8]1=[O:31], predict the reactants needed to synthesize it. The reactants are: C1C([C:7]2[C:16](=O)[C:15]3[CH:14]=[CH:13][C:12](O)=[CH:11][C:10]=3[O:9][CH:8]=2)=CC=C(O)C=1.C(N(C(C)C)CC)(C)C.ClC[O:31]C.C(=O)(O)[O-].[Na+]. (5) Given the product [Cl:1][C:2]1[CH:3]=[CH:4][C:5]([C@H:8]2[C@@:10]3([C:18]4[C:13](=[CH:14][CH:15]=[CH:16][CH:17]=4)[N:12]([CH2:28][CH:27]4[CH2:29][CH2:30][O:38][CH2:25][CH2:24]4)[C:11]3=[O:19])[CH2:9]2)=[CH:6][CH:7]=1, predict the reactants needed to synthesize it. The reactants are: [Cl:1][C:2]1[CH:7]=[CH:6][C:5]([CH:8]2[C:10]3([C:18]4[C:13](=[CH:14][CH:15]=[CH:16][CH:17]=4)[NH:12][C:11]3=[O:19])[CH2:9]2)=[CH:4][CH:3]=1.ClC1C=[CH:25][C:24]([C@H:27]2[C@@:29]3(C4C(=CC=CC=4)N[C:30]3=[O:38])[CH2:28]2)=CC=1.[H-].[Na+].BrCC1CCOCC1. (6) Given the product [CH2:14]([N:3]1[C:8]2[S:9][CH:10]=[CH:11][C:7]=2[C:6](=[O:12])[O:5][C:4]1=[O:13])[C:15]1[CH:20]=[CH:19][CH:18]=[CH:17][CH:16]=1, predict the reactants needed to synthesize it. The reactants are: [H-].[Na+].[NH:3]1[C:8]2[S:9][CH:10]=[CH:11][C:7]=2[C:6](=[O:12])[O:5][C:4]1=[O:13].[CH2:14](Br)[C:15]1[CH:20]=[CH:19][CH:18]=[CH:17][CH:16]=1.